Task: Regression. Given a peptide amino acid sequence and an MHC pseudo amino acid sequence, predict their binding affinity value. This is MHC class II binding data.. Dataset: Peptide-MHC class II binding affinity with 134,281 pairs from IEDB (1) The peptide sequence is AAATAGTFVYGAFAA. The MHC is HLA-DPA10103-DPB10601 with pseudo-sequence HLA-DPA10103-DPB10601. The binding affinity (normalized) is 0.471. (2) The peptide sequence is AEAPAAAAAPEEQVQ. The MHC is HLA-DPA10201-DPB10101 with pseudo-sequence HLA-DPA10201-DPB10101. The binding affinity (normalized) is 0.0841. (3) The peptide sequence is NEPLVTMPIGYVTHG. The MHC is DRB1_1101 with pseudo-sequence DRB1_1101. The binding affinity (normalized) is 0.676. (4) The peptide sequence is FEAQGALANKAVD. The MHC is H-2-IEk with pseudo-sequence H-2-IEk. The binding affinity (normalized) is 0. (5) The peptide sequence is NKFVSPKSVSGTFVA. The MHC is DRB1_0405 with pseudo-sequence DRB1_0405. The binding affinity (normalized) is 0.285. (6) The peptide sequence is CKDIKLSDISLKLTS. The MHC is HLA-DPA10103-DPB10401 with pseudo-sequence HLA-DPA10103-DPB10401. The binding affinity (normalized) is 0.193.